Dataset: Full USPTO retrosynthesis dataset with 1.9M reactions from patents (1976-2016). Task: Predict the reactants needed to synthesize the given product. (1) Given the product [CH3:32][N:29]1[CH2:30][CH2:31][C:26]([CH2:25][NH:24][C:4]2[CH:5]=[CH:6][C:7]3[N:8]([C:10]([C:13]4[CH:18]=[CH:17][CH:16]=[C:15]([O:19][C:20]([F:23])([F:22])[F:21])[CH:14]=4)=[CH:11][N:12]=3)[N:9]=2)([OH:33])[CH2:27][CH2:28]1, predict the reactants needed to synthesize it. The reactants are: [F-].[Cs+].Cl[C:4]1[CH:5]=[CH:6][C:7]2[N:8]([C:10]([C:13]3[CH:18]=[CH:17][CH:16]=[C:15]([O:19][C:20]([F:23])([F:22])[F:21])[CH:14]=3)=[CH:11][N:12]=2)[N:9]=1.[NH2:24][CH2:25][C:26]1([OH:33])[CH2:31][CH2:30][N:29]([CH3:32])[CH2:28][CH2:27]1. (2) Given the product [NH2:12][C:13]1[C:14]([Cl:36])=[C:15]([N:21]2[CH2:26][CH2:25][C@@H:24]([NH:27][C:28](=[O:34])[O:29][C:30]([CH3:31])([CH3:32])[CH3:33])[C@H:23]([O:35][Si:2]([CH:9]([CH3:11])[CH3:10])([CH:6]([CH3:8])[CH3:7])[CH:3]([CH3:5])[CH3:4])[CH2:22]2)[CH:16]=[C:17]([C:19]#[N:20])[CH:18]=1, predict the reactants needed to synthesize it. The reactants are: Cl[Si:2]([CH:9]([CH3:11])[CH3:10])([CH:6]([CH3:8])[CH3:7])[CH:3]([CH3:5])[CH3:4].[NH2:12][C:13]1[C:14]([Cl:36])=[C:15]([N:21]2[CH2:26][CH2:25][C@@H:24]([NH:27][C:28](=[O:34])[O:29][C:30]([CH3:33])([CH3:32])[CH3:31])[C@H:23]([OH:35])[CH2:22]2)[CH:16]=[C:17]([C:19]#[N:20])[CH:18]=1.N1C=CN=C1. (3) Given the product [CH:8]1([NH:7][C:5]([C:4]2[CH:3]=[C:2]([C:25]3[CH:26]=[CH:27][C:22]([C:21]([NH:20][CH2:19][CH:16]4[CH2:18][CH2:17]4)=[O:37])=[CH:23][CH:24]=3)[C:13]([CH3:14])=[C:12]([CH3:15])[CH:11]=2)=[O:6])[CH2:10][CH2:9]1, predict the reactants needed to synthesize it. The reactants are: Br[C:2]1[CH:3]=[C:4]([CH:11]=[C:12]([CH3:15])[C:13]=1[CH3:14])[C:5]([NH:7][CH:8]1[CH2:10][CH2:9]1)=[O:6].[CH:16]1([CH2:19][NH:20][C:21](=[O:37])[C:22]2[CH:27]=[CH:26][C:25](B3OC(C)(C)C(C)(C)O3)=[CH:24][CH:23]=2)[CH2:18][CH2:17]1.C(=O)([O-])O.[Na+].